Predict which catalyst facilitates the given reaction. From a dataset of Catalyst prediction with 721,799 reactions and 888 catalyst types from USPTO. (1) Reactant: [H-].[Na+].[C:3]([O:7][C:8]([NH:10][C:11]1[N:16]=[C:15]([C:17]([O:19][CH2:20][CH3:21])=[O:18])[CH:14]=[CH:13][CH:12]=1)=[O:9])([CH3:6])([CH3:5])[CH3:4].Br[CH2:23][C:24]([O:26][C:27]([CH3:30])([CH3:29])[CH3:28])=[O:25].[Cl-].[NH4+]. Product: [C:27]([O:26][C:24](=[O:25])[CH2:23][N:10]([C:8]([O:7][C:3]([CH3:6])([CH3:5])[CH3:4])=[O:9])[C:11]1[CH:12]=[CH:13][CH:14]=[C:15]([C:17]([O:19][CH2:20][CH3:21])=[O:18])[N:16]=1)([CH3:30])([CH3:29])[CH3:28]. The catalyst class is: 145. (2) The catalyst class is: 3. Product: [F:1][C:2]1[CH:3]=[C:4]2[C:8](=[CH:9][CH:10]=1)[N:7]([CH2:21][C:20]1[CH:23]=[CH:24][C:17]([O:16][CH3:15])=[CH:18][CH:19]=1)[C:6](=[O:11])[C:5]2=[O:12]. Reactant: [F:1][C:2]1[CH:3]=[C:4]2[C:8](=[CH:9][CH:10]=1)[NH:7][C:6](=[O:11])[C:5]2=[O:12].[H-].[Na+].[CH3:15][O:16][C:17]1[CH:24]=[CH:23][C:20]([CH2:21]Cl)=[CH:19][CH:18]=1.